From a dataset of Forward reaction prediction with 1.9M reactions from USPTO patents (1976-2016). Predict the product of the given reaction. (1) Given the reactants [CH2:1]([O:8][C:9]1[CH:14]=[CH:13][N:12]([C:15]2[CH:36]=[CH:35][C:18]3[C:19]4[CH:26]5[N:27](C(OC(C)(C)C)=O)[CH:23]([CH2:24][CH2:25]5)[CH2:22][C:20]=4[O:21][C:17]=3[CH:16]=2)[C:11](=[O:37])[CH:10]=1)[C:2]1[CH:7]=[CH:6][CH:5]=[CH:4][CH:3]=1.[ClH:38], predict the reaction product. The product is: [ClH:38].[CH2:1]([O:8][C:9]1[CH:14]=[CH:13][N:12]([C:15]2[CH:36]=[CH:35][C:18]3[C:19]4[CH:26]5[NH:27][CH:23]([CH2:24][CH2:25]5)[CH2:22][C:20]=4[O:21][C:17]=3[CH:16]=2)[C:11](=[O:37])[CH:10]=1)[C:2]1[CH:7]=[CH:6][CH:5]=[CH:4][CH:3]=1. (2) Given the reactants Cl[CH:2]([CH3:6])[C:3](Cl)=[O:4].[CH3:7][O:8][C:9]1[CH:20]=[CH:19][C:12]([CH2:13][NH:14][C@H:15]([CH3:18])[CH2:16][OH:17])=[CH:11][CH:10]=1.C(N([CH2:26][CH3:27])CC)C.C[O-].[Na+].CO.Cl.O1C[CH2:37][CH2:36][CH2:35]1, predict the reaction product. The product is: [CH3:7][O:8][C:9]1[CH:20]=[CH:19][C:12]([CH2:13][N:14]2[C@H:15]([CH3:18])[CH2:16][O:17][CH:2]([C:6]3[CH:27]=[CH:26][CH:37]=[CH:36][CH:35]=3)[C:3]2=[O:4])=[CH:11][CH:10]=1. (3) Given the reactants [OH:1][C@H:2]([CH3:35])[C:3]([N:5]1[CH2:10][CH2:9][CH:8]([C:11]2[C:16]3[CH:17]=[CH:18][NH:19][C:15]=3[N:14]3[N:20]=[CH:21][C:22]([C:23]4[CH:24]=[N:25][C:26]([C:29]5[CH:34]=[CH:33][CH:32]=[CH:31][CH:30]=5)=[CH:27][CH:28]=4)=[C:13]3[N:12]=2)[CH2:7][CH2:6]1)=[O:4].[OH:36][C@H](CO)C(O)=O, predict the reaction product. The product is: [OH:1][C@H:2]([CH2:35][OH:36])[C:3]([N:5]1[CH2:6][CH2:7][CH:8]([C:11]2[C:16]3[CH:17]=[CH:18][NH:19][C:15]=3[N:14]3[N:20]=[CH:21][C:22]([C:23]4[CH:24]=[N:25][C:26]([C:29]5[CH:34]=[CH:33][CH:32]=[CH:31][CH:30]=5)=[CH:27][CH:28]=4)=[C:13]3[N:12]=2)[CH2:9][CH2:10]1)=[O:4]. (4) Given the reactants [CH2:1]([O:3][C:4](=[O:32])[CH2:5][N:6]([S:16]([C:19]1[CH:20]=[C:21]([C:25]2[CH:30]=[CH:29][C:28]([F:31])=[CH:27][CH:26]=2)[CH:22]=[CH:23][CH:24]=1)(=[O:18])=[O:17])[C:7]1[CH:12]=[CH:11][C:10]([N+:13]([O-])=O)=[CH:9][CH:8]=1)[CH3:2].[H][H], predict the reaction product. The product is: [CH2:1]([O:3][C:4](=[O:32])[CH2:5][N:6]([C:7]1[CH:8]=[CH:9][C:10]([NH2:13])=[CH:11][CH:12]=1)[S:16]([C:19]1[CH:20]=[C:21]([C:25]2[CH:30]=[CH:29][C:28]([F:31])=[CH:27][CH:26]=2)[CH:22]=[CH:23][CH:24]=1)(=[O:17])=[O:18])[CH3:2]. (5) Given the reactants [Br:1][C:2]1[CH:3]=[C:4]2[C:9](=[CH:10][CH:11]=1)[N:8]=[CH:7][C:6](I)=[C:5]2Cl.C(=O)([O-])[O-].[Cs+].[Cs+].[CH2:20]([OH:24])[CH2:21][CH2:22][OH:23], predict the reaction product. The product is: [Br:1][C:2]1[CH:11]=[CH:10][C:9]2[N:8]=[CH:7][C:6]3[O:23][CH2:22][CH2:21][CH2:20][O:24][C:5]=3[C:4]=2[CH:3]=1. (6) The product is: [CH2:28]([O:27][C:23]1[CH:22]=[C:21]([C:17]2[CH:16]=[C:15]3[C:20]([C:12](=[CH:11][C:10]4[NH:9][CH:8]=[C:7]([CH3:34])[C:6]=4[CH2:5][CH2:4][C:1]([OH:3])=[O:2])[C:13](=[O:30])[NH:14]3)=[CH:19][CH:18]=2)[CH:26]=[CH:25][CH:24]=1)[CH3:29]. Given the reactants [C:1]([CH2:4][CH2:5][C:6]1[C:7]([CH3:34])=[C:8](C(O)=O)[NH:9][C:10]=1[CH:11]=[C:12]1[C:20]2[C:15](=[CH:16][C:17]([C:21]3[CH:26]=[CH:25][CH:24]=[C:23]([O:27][CH2:28][CH3:29])[CH:22]=3)=[CH:18][CH:19]=2)[NH:14][C:13]1=[O:30])([OH:3])=[O:2].[OH-].[K+].O.Cl, predict the reaction product. (7) Given the reactants [ClH:1].[OH:2][C:3]([C:33]1[CH:38]=[CH:37][CH:36]=[CH:35][CH:34]=1)([C:27]1[CH:32]=[CH:31][CH:30]=[CH:29][CH:28]=1)[CH:4]1[CH2:9][CH2:8][N:7]([CH2:10][CH2:11][CH2:12][CH:13]([C:15]2[CH:20]=[CH:19][C:18]([C:21]([CH3:26])([CH3:25])[C:22]([OH:24])=[O:23])=[CH:17][CH:16]=2)[OH:14])[CH2:6][CH2:5]1.C(O)C, predict the reaction product. The product is: [OH2:2].[ClH:1].[OH:2][C:3]([C:33]1[CH:34]=[CH:35][CH:36]=[CH:37][CH:38]=1)([C:27]1[CH:28]=[CH:29][CH:30]=[CH:31][CH:32]=1)[CH:4]1[CH2:9][CH2:8][N:7]([CH2:10][CH2:11][CH2:12][CH:13]([C:15]2[CH:20]=[CH:19][C:18]([C:21]([CH3:26])([CH3:25])[C:22]([OH:24])=[O:23])=[CH:17][CH:16]=2)[OH:14])[CH2:6][CH2:5]1. (8) Given the reactants CCCC[N+](CCCC)(CCCC)CCCC.[F-].[C:19]([O:22][C@H:23]([C:96]1[CH:101]=[CH:100][C:99]([F:102])=[CH:98][CH:97]=1)[CH2:24][CH2:25][C@H:26]1[C:29](=[O:30])[N:28]([C:31]2[CH:36]=[CH:35][C:34]([F:37])=[CH:33][CH:32]=2)[C@@H:27]1[C:38]1[CH:43]=[CH:42][C:41]([O:44][C@@H:45]2[O:76][C@H:75]([CH2:77][O:78][Si](C(C)(C)C)(C3C=CC=CC=3)C3C=CC=CC=3)[C@@H:64]([O:65][CH2:66][C:67]3[CH:72]=[CH:71][C:70]([O:73][CH3:74])=[CH:69][CH:68]=3)[C@H:55]([O:56][CH2:57][C:58]3[CH:63]=[CH:62][CH:61]=[CH:60][CH:59]=3)[C@H:46]2[O:47][CH2:48][C:49]2[CH:54]=[CH:53][CH:52]=[CH:51][CH:50]=2)=[CH:40][CH:39]=1)(=[O:21])[CH3:20].C1COCC1, predict the reaction product. The product is: [C:19]([O:22][C@H:23]([C:96]1[CH:101]=[CH:100][C:99]([F:102])=[CH:98][CH:97]=1)[CH2:24][CH2:25][C@H:26]1[C:29](=[O:30])[N:28]([C:31]2[CH:36]=[CH:35][C:34]([F:37])=[CH:33][CH:32]=2)[C@@H:27]1[C:38]1[CH:39]=[CH:40][C:41]([O:44][C@@H:45]2[O:76][C@H:75]([CH2:77][OH:78])[C@@H:64]([O:65][CH2:66][C:67]3[CH:68]=[CH:69][C:70]([O:73][CH3:74])=[CH:71][CH:72]=3)[C@H:55]([O:56][CH2:57][C:58]3[CH:63]=[CH:62][CH:61]=[CH:60][CH:59]=3)[C@H:46]2[O:47][CH2:48][C:49]2[CH:54]=[CH:53][CH:52]=[CH:51][CH:50]=2)=[CH:42][CH:43]=1)(=[O:21])[CH3:20].